From a dataset of Full USPTO retrosynthesis dataset with 1.9M reactions from patents (1976-2016). Predict the reactants needed to synthesize the given product. Given the product [F:24][C:19]1[CH:18]=[C:17]([C:4]2[NH:5][CH:6]=[C:2]([C:42]3[CH2:43][CH2:44][N:45]4[C@H:40]([CH:41]=3)[CH2:39][C@@H:38]([C:35]3[CH:36]=[CH:37][C:32]([CH3:31])=[CH:33][CH:34]=3)[CH2:46]4)[C:3]=2[C:25]2[CH:30]=[CH:29][N:28]=[CH:27][CH:26]=2)[CH:22]=[CH:21][C:20]=1[F:23], predict the reactants needed to synthesize it. The reactants are: Br[C:2]1[C:3]([C:25]2[CH:30]=[CH:29][N:28]=[CH:27][CH:26]=2)=[C:4]([C:17]2[CH:22]=[CH:21][C:20]([F:23])=[C:19]([F:24])[CH:18]=2)[N:5]([Si](C(C)C)(C(C)C)C(C)C)[CH:6]=1.[CH3:31][C:32]1[CH:37]=[CH:36][C:35]([C@H:38]2[CH2:46][N:45]3[C@H:40]([CH2:41][C:42](=O)[CH2:43][CH2:44]3)[CH2:39]2)=[CH:34][CH:33]=1.C(OCC)(=O)C.C(N)(C)C.